From a dataset of Full USPTO retrosynthesis dataset with 1.9M reactions from patents (1976-2016). Predict the reactants needed to synthesize the given product. (1) Given the product [Cl:1][C:2]1[CH:3]=[C:4]([CH:5]=[CH:6][C:7]=1[F:8])[O:9][C:18]1[CH:17]=[CH:16][C:13]([CH:14]=[O:15])=[CH:12][C:11]=1[F:10], predict the reactants needed to synthesize it. The reactants are: [Cl:1][C:2]1[CH:3]=[C:4]([OH:9])[CH:5]=[CH:6][C:7]=1[F:8].[F:10][C:11]1[CH:12]=[C:13]([CH:16]=[CH:17][C:18]=1F)[CH:14]=[O:15]. (2) Given the product [CH:1]1[C:14]2[C:5](=[CH:6][C:7]3[C:12]([C:13]=2[C:15]([N:17]2[CH2:18][CH2:19][CH:20]([N:23]4[CH2:35][C:27]5([C:31](=[O:32])[O:30][C:29]([CH3:33])([CH3:34])[CH2:28]5)[N:26]([CH2:37][C:38]([O:40][C:41]([CH3:44])([CH3:43])[CH3:42])=[O:39])[CH2:25][CH2:24]4)[CH2:21][CH2:22]2)=[O:16])=[CH:11][CH:10]=[CH:9][CH:8]=3)[CH:4]=[CH:3][CH:2]=1, predict the reactants needed to synthesize it. The reactants are: [CH:1]1[C:14]2[C:5](=[CH:6][C:7]3[C:12]([C:13]=2[C:15]([N:17]2[CH2:22][CH2:21][CH:20]([N:23]4[CH2:35][C:27]5([C:31](=[O:32])[O:30][C:29]([CH3:34])([CH3:33])[CH2:28]5)[NH:26][CH2:25][CH2:24]4)[CH2:19][CH2:18]2)=[O:16])=[CH:11][CH:10]=[CH:9][CH:8]=3)[CH:4]=[CH:3][CH:2]=1.Br[CH2:37][C:38]([O:40][C:41]([CH3:44])([CH3:43])[CH3:42])=[O:39].C(N(CC)CC)C. (3) Given the product [C:3]([C:7]1[CH:12]=[CH:11][C:10]([NH2:2])=[CH:9][CH:8]=1)([CH3:6])([CH3:5])[CH3:4], predict the reactants needed to synthesize it. The reactants are: [Li][NH2:2].[C:3]([C:7]1[CH:12]=[CH:11][C:10](Br)=[CH:9][CH:8]=1)([CH3:6])([CH3:5])[CH3:4].Cl.C([O-])(O)=O.[Na+]. (4) The reactants are: C(O)(C(F)(F)F)=O.C(OC(=O)[NH:14][C@H:15]([C:18]1[CH:27]=[CH:26][C:25]2[C:20](=[CH:21][C:22]([O:28][CH3:29])=[CH:23][CH:24]=2)[CH:19]=1)[CH2:16][OH:17])(C)(C)C. Given the product [NH2:14][C@H:15]([C:18]1[CH:27]=[CH:26][C:25]2[C:20](=[CH:21][C:22]([O:28][CH3:29])=[CH:23][CH:24]=2)[CH:19]=1)[CH2:16][OH:17], predict the reactants needed to synthesize it. (5) Given the product [NH2:2][C:5]1[N:10]=[CH:9][C:8]([O:11][C@@H:12]2[CH:19]3[CH2:20][N:15]4[CH2:16][CH:17]([CH2:21][CH:13]2[CH2:14]4)[CH2:18]3)=[CH:7][CH:6]=1, predict the reactants needed to synthesize it. The reactants are: Cl.[N+:2]([C:5]1[N:10]=[CH:9][C:8]([O:11][C@@H:12]2[CH:19]3[CH2:20][N:15]4[CH2:16][CH:17]([CH2:21][CH:13]2[CH2:14]4)[CH2:18]3)=[CH:7][CH:6]=1)([O-])=O. (6) Given the product [Br:1][C:2]1[CH:8]=[CH:7][C:5]([N:6]2[C:27](=[O:28])[N:26]([CH:22]([CH3:24])[CH3:23])[N:15]=[CH:14]2)=[CH:4][C:3]=1[F:9], predict the reactants needed to synthesize it. The reactants are: [Br:1][C:2]1[CH:8]=[CH:7][C:5]([NH2:6])=[CH:4][C:3]=1[F:9].BrC1C=C[C:14]([NH2:15])=C(F)C=1.[OH-].[Na+].Br[CH:22]([CH3:24])[CH3:23].C[N:26](C)[CH:27]=[O:28]. (7) Given the product [C:1]([O:5][C:6](=[O:25])[NH:7][C@H:8]1[CH2:14][O:13][C:12]2[CH:15]=[C:16]([C:19]3[O:20][C:26]([CH3:27])=[N:22][N:21]=3)[CH:17]=[CH:18][C:11]=2[N:10]([CH3:23])[C:9]1=[O:24])([CH3:4])([CH3:2])[CH3:3], predict the reactants needed to synthesize it. The reactants are: [C:1]([O:5][C:6](=[O:25])[NH:7][C@H:8]1[CH2:14][O:13][C:12]2[CH:15]=[C:16]([C:19]([NH:21][NH2:22])=[O:20])[CH:17]=[CH:18][C:11]=2[N:10]([CH3:23])[C:9]1=[O:24])([CH3:4])([CH3:3])[CH3:2].[CH2:26](OC(OCC)(OCC)C)[CH3:27]. (8) Given the product [Cl:1][C:2]1[CH:7]=[C:6]([CH2:8][OH:9])[CH:5]=[N:4][C:3]=1[C:10]1[CH:17]=[CH:16][C:13]([C:14]2[NH:31][C:26]3[CH:25]=[C:24]([N:21]4[CH2:22][CH2:23][O:18][CH2:19][CH2:20]4)[CH:29]=[CH:28][C:27]=3[N:30]=2)=[CH:12][CH:11]=1, predict the reactants needed to synthesize it. The reactants are: [Cl:1][C:2]1[C:3]([C:10]2[CH:17]=[CH:16][C:13]([CH:14]=O)=[CH:12][CH:11]=2)=[N:4][CH:5]=[C:6]([CH2:8][OH:9])[CH:7]=1.[O:18]1[CH2:23][CH2:22][N:21]([C:24]2[CH:25]=[C:26]([NH2:31])[C:27]([NH2:30])=[CH:28][CH:29]=2)[CH2:20][CH2:19]1.